From a dataset of TCR-epitope binding with 47,182 pairs between 192 epitopes and 23,139 TCRs. Binary Classification. Given a T-cell receptor sequence (or CDR3 region) and an epitope sequence, predict whether binding occurs between them. Result: 0 (the TCR does not bind to the epitope). The TCR CDR3 sequence is CASSHSKNTEAFF. The epitope is RTLNAWVKV.